Task: Regression. Given a peptide amino acid sequence and an MHC pseudo amino acid sequence, predict their binding affinity value. This is MHC class I binding data.. Dataset: Peptide-MHC class I binding affinity with 185,985 pairs from IEDB/IMGT (1) The peptide sequence is AVLSAATETY. The MHC is HLA-A33:01 with pseudo-sequence HLA-A33:01. The binding affinity (normalized) is 0.161. (2) The binding affinity (normalized) is 0.235. The peptide sequence is VTIPQIGGM. The MHC is HLA-B15:01 with pseudo-sequence HLA-B15:01. (3) The peptide sequence is GSEELRSLY. The MHC is HLA-B58:01 with pseudo-sequence HLA-B58:01. The binding affinity (normalized) is 0.0847.